The task is: Predict the reaction yield, written as a fraction of the theoretical maximum amount of product (1.0 means a 100% yield; for example, 0.34 means a 34% yield).. This data is from Reaction yield outcomes from USPTO patents with 853,638 reactions. (1) The reactants are [CH2:1]([C@H:8]1[CH2:12][O:11][C:10](=[O:13])[NH:9]1)[C:2]1[CH:7]=[CH:6][CH:5]=[CH:4][CH:3]=1.[Li]CCCC.[C:19](Cl)(=[O:23])/[CH:20]=[CH:21]/[CH3:22]. The catalyst is C1COCC1.CCOCC. The product is [C:19]([N:9]1[C@@H:8]([CH2:1][C:2]2[CH:3]=[CH:4][CH:5]=[CH:6][CH:7]=2)[CH2:12][O:11][C:10]1=[O:13])(=[O:23])/[CH:20]=[CH:21]/[CH3:22]. The yield is 0.870. (2) The reactants are [C:1]([O:5][C:6]([N:8]1[CH2:12][CH2:11][C@H:10]([NH:13][C:14]2[C:15]3[CH2:23][NH:22][CH2:21][CH2:20][C:16]=3[N:17]=[CH:18][N:19]=2)[CH2:9]1)=[O:7])([CH3:4])([CH3:3])[CH3:2].Br[C:25]1[CH:26]=[C:27]([C:33]([F:36])([F:35])[F:34])[C:28]([O:31][CH3:32])=[N:29][CH:30]=1.CC(C)([O-])C.[Na+].C(O)(C)(C)C. The catalyst is C1C=CC(/C=C/C(/C=C/C2C=CC=CC=2)=O)=CC=1.C1C=CC(/C=C/C(/C=C/C2C=CC=CC=2)=O)=CC=1.C1C=CC(/C=C/C(/C=C/C2C=CC=CC=2)=O)=CC=1.[Pd].[Pd].C(P(C(C)(C)C)C1C=CC=CC=1C1C=CC=CC=1N(C)C)(C)(C)C.CCOC(C)=O.CO. The product is [C:1]([O:5][C:6]([N:8]1[CH2:12][CH2:11][C@H:10]([NH:13][C:14]2[C:15]3[CH2:23][N:22]([C:25]4[CH:30]=[N:29][C:28]([O:31][CH3:32])=[C:27]([C:33]([F:36])([F:35])[F:34])[CH:26]=4)[CH2:21][CH2:20][C:16]=3[N:17]=[CH:18][N:19]=2)[CH2:9]1)=[O:7])([CH3:4])([CH3:2])[CH3:3]. The yield is 0.740. (3) The reactants are [Cu]C#N.[CH:4]([Mg]Br)=[CH2:5].[C:8]([Si:12]([O:25][CH2:26][C@@H:27]1[CH2:29][O:28]1)([C:19]1[CH:24]=[CH:23][CH:22]=[CH:21][CH:20]=1)[C:13]1[CH:18]=[CH:17][CH:16]=[CH:15][CH:14]=1)([CH3:11])([CH3:10])[CH3:9]. No catalyst specified. The product is [Si:12]([O:25][CH2:26][C@@H:27]([OH:28])[CH2:29][CH:4]=[CH2:5])([C:8]([CH3:10])([CH3:11])[CH3:9])([C:19]1[CH:20]=[CH:21][CH:22]=[CH:23][CH:24]=1)[C:13]1[CH:14]=[CH:15][CH:16]=[CH:17][CH:18]=1. The yield is 0.620. (4) The reactants are [Cl:1][C:2]1[CH:15]=[CH:14][C:5]([O:6][C:7]2[CH:13]=[CH:12][C:10]([NH2:11])=[CH:9][CH:8]=2)=[CH:4][CH:3]=1.C(OC([NH:23][C@@H:24]([CH2:28][C:29]1[CH:34]=[CH:33][CH:32]=[CH:31][CH:30]=1)[C:25](O)=[O:26])=O)(C)(C)C. No catalyst specified. The product is [NH2:23][C@@H:24]([CH2:28][C:29]1[CH:34]=[CH:33][CH:32]=[CH:31][CH:30]=1)[C:25]([NH:11][C:10]1[CH:12]=[CH:13][C:7]([O:6][C:5]2[CH:14]=[CH:15][C:2]([Cl:1])=[CH:3][CH:4]=2)=[CH:8][CH:9]=1)=[O:26]. The yield is 0.130. (5) The reactants are Cl.[NH2:2][CH2:3][C@H:4]([OH:9])[C:5]([O:7][CH3:8])=[O:6].[Cl:10][C:11]1[N:16]=[C:15]([C:17]([NH2:19])=[O:18])[CH:14]=[C:13](Cl)[N:12]=1.CCN(C(C)C)C(C)C. The catalyst is C(#N)C. The product is [C:17]([C:15]1[N:16]=[C:11]([Cl:10])[N:12]=[C:13]([NH:2][CH2:3][C@H:4]([OH:9])[C:5]([O:7][CH3:8])=[O:6])[CH:14]=1)(=[O:18])[NH2:19]. The yield is 0.760.